Dataset: Reaction yield outcomes from USPTO patents with 853,638 reactions. Task: Predict the reaction yield, written as a fraction of the theoretical maximum amount of product (1.0 means a 100% yield; for example, 0.34 means a 34% yield). (1) The reactants are FC(F)(F)C([N:5]([C@@H:13]1[CH2:15][C@H:14]1[C:16]1[CH:21]=[CH:20][CH:19]=[CH:18][CH:17]=1)[CH2:6][CH:7]1[CH2:12][CH2:11][NH:10][CH2:9][CH2:8]1)=O.Br[CH2:25][C:26]1[CH:34]=[CH:33][C:29]([C:30]([OH:32])=[O:31])=[CH:28][CH:27]=1.C(=O)([O-])[O-].[K+].[K+]. The catalyst is C(#N)C. The product is [C:16]1([C@@H:14]2[CH2:15][C@H:13]2[NH:5][CH2:6][CH:7]2[CH2:8][CH2:9][N:10]([CH2:25][C:26]3[CH:34]=[CH:33][C:29]([C:30]([OH:32])=[O:31])=[CH:28][CH:27]=3)[CH2:11][CH2:12]2)[CH:17]=[CH:18][CH:19]=[CH:20][CH:21]=1. The yield is 0.193. (2) The reactants are [CH3:1][NH:2][C:3]([C:5]1[N:6]([CH3:14])[C:7]2[C:12]([CH:13]=1)=[CH:11][CH:10]=[CH:9][CH:8]=2)=O.[H-].[H-].[H-].[H-].[Li+].[Al+3]. The catalyst is C1COCC1. The product is [CH3:14][N:6]1[C:7]2[C:12](=[CH:11][CH:10]=[CH:9][CH:8]=2)[CH:13]=[C:5]1[CH2:3][NH:2][CH3:1]. The yield is 0.930.